This data is from Forward reaction prediction with 1.9M reactions from USPTO patents (1976-2016). The task is: Predict the product of the given reaction. (1) Given the reactants [CH2:1]([C:4]1[C:13]([NH2:14])=[CH:12][CH:11]=[CH:10][C:5]=1[C:6]([O:8][CH3:9])=[O:7])[CH:2]=[CH2:3].[C:15]([O:19][C:20](=[O:29])[NH:21][CH:22]1[CH2:27][CH2:26][C:25](=O)[CH2:24][CH2:23]1)([CH3:18])([CH3:17])[CH3:16].CC(O)=O.[BH-](OC(C)=O)(OC(C)=O)OC(C)=O.[Na+], predict the reaction product. The product is: [CH2:1]([C:4]1[C:13]([NH:14][C@H:25]2[CH2:24][CH2:23][C@H:22]([NH:21][C:20]([O:19][C:15]([CH3:18])([CH3:17])[CH3:16])=[O:29])[CH2:27][CH2:26]2)=[CH:12][CH:11]=[CH:10][C:5]=1[C:6]([O:8][CH3:9])=[O:7])[CH:2]=[CH2:3]. (2) Given the reactants [Cl:1][C:2]1[CH:3]=[C:4]2[C:10]([C:11]3[N:16]=[C:15]([NH:17][C@H:18]4[CH2:23][CH2:22][CH2:21][C:20](=O)[CH2:19]4)[C:14]([F:25])=[CH:13][N:12]=3)=[CH:9][N:8]([S:26]([C:29]3[CH:34]=[CH:33][C:32]([CH3:35])=[CH:31][CH:30]=3)(=[O:28])=[O:27])[C:5]2=[N:6][CH:7]=1.Cl.[NH2:37][OH:38], predict the reaction product. The product is: [Cl:1][C:2]1[CH:3]=[C:4]2[C:10]([C:11]3[N:16]=[C:15]([NH:17][C@H:18]4[CH2:23][CH2:22][CH2:21][C:20](=[N:37][OH:38])[CH2:19]4)[C:14]([F:25])=[CH:13][N:12]=3)=[CH:9][N:8]([S:26]([C:29]3[CH:34]=[CH:33][C:32]([CH3:35])=[CH:31][CH:30]=3)(=[O:28])=[O:27])[C:5]2=[N:6][CH:7]=1. (3) Given the reactants [Li][CH2:2]CCC.[Br:6][C:7]1[CH:8]=[C:9]([CH2:13][CH2:14][CH:15]=O)[CH:10]=[CH:11][CH:12]=1, predict the reaction product. The product is: [Br:6][C:7]1[CH:12]=[CH:11][CH:10]=[C:9]([CH2:13][CH2:14][CH:15]=[CH2:2])[CH:8]=1. (4) Given the reactants [Cl-].[NH4+].O.[I:4][C:5]1[CH:10]=[C:9]([N+:11]([O-])=O)[CH:8]=[CH:7][C:6]=1[O:14][CH2:15][CH2:16][O:17][CH3:18], predict the reaction product. The product is: [I:4][C:5]1[CH:10]=[C:9]([NH2:11])[CH:8]=[CH:7][C:6]=1[O:14][CH2:15][CH2:16][O:17][CH3:18]. (5) Given the reactants [F:1][C:2]([F:31])([O:7][C:8]1[CH:13]=[CH:12][C:11]([N:14]2[CH:18]=[N:17][C:16]([C:19]3[CH:24]=[CH:23][C:22]([CH2:25]C(N=[N+]=[N-])=O)=[CH:21][CH:20]=3)=[N:15]2)=[CH:10][CH:9]=1)[C:3]([F:6])([F:5])[F:4].[CH:32]([C:35]1[CH:41]=[CH:40][CH:39]=[CH:38][C:36]=1[NH2:37])([CH3:34])[CH3:33].[C:42](=[O:45])([O-])[O-].[Cs+].[Cs+].C(#[N:50])C, predict the reaction product. The product is: [CH:32]([C:35]1[CH:41]=[CH:40][CH:39]=[CH:38][C:36]=1[NH:37][C:42]([NH:50][CH2:25][C:22]1[CH:21]=[CH:20][C:19]([C:16]2[N:17]=[CH:18][N:14]([C:11]3[CH:12]=[CH:13][C:8]([O:7][C:2]([F:1])([F:31])[C:3]([F:6])([F:5])[F:4])=[CH:9][CH:10]=3)[N:15]=2)=[CH:24][CH:23]=1)=[O:45])([CH3:34])[CH3:33]. (6) The product is: [CH3:30][C:29]([CH3:32])([CH3:31])[CH2:28][CH2:27][CH2:26][C:11]1[CH:12]=[C:13]([OH:16])[CH:14]=[CH:15][C:10]=1[C:3]1[CH:4]=[C:5]([O:8][CH3:9])[CH:6]=[CH:7][C:2]=1[F:1]. Given the reactants [F:1][C:2]1[CH:7]=[CH:6][C:5]([O:8][CH3:9])=[CH:4][C:3]=1[C:10]1[CH:15]=[CH:14][C:13]([O:16]CC2C=CC(OC)=CC=2)=[CH:12][C:11]=1[CH:26](O)[CH2:27][CH2:28][C:29]([CH3:32])([CH3:31])[CH3:30], predict the reaction product.